This data is from Forward reaction prediction with 1.9M reactions from USPTO patents (1976-2016). The task is: Predict the product of the given reaction. (1) Given the reactants [CH3:1][O:2][C:3]1[CH:8]=[C:7]([CH:9]=O)[CH:6]=[C:5]([O:11][CH3:12])[C:4]=1[C:13]1[CH:18]=[CH:17][CH:16]=[CH:15][CH:14]=1.[ClH:19].CO.C(O[CH:25](OCC)[CH2:26][NH:27][CH2:28][C:29]1[CH:34]=[CH:33][CH:32]=[C:31]([O:35][CH2:36][CH3:37])[C:30]=1[OH:38])C, predict the reaction product. The product is: [ClH:19].[CH3:1][O:2][C:3]1[CH:8]=[C:7]([CH2:9][C:25]2[C:34]3[C:29](=[C:30]([OH:38])[C:31]([O:35][CH2:36][CH3:37])=[CH:32][CH:33]=3)[CH:28]=[N:27][CH:26]=2)[CH:6]=[C:5]([O:11][CH3:12])[C:4]=1[C:13]1[CH:18]=[CH:17][CH:16]=[CH:15][CH:14]=1. (2) Given the reactants Cl.[F:2][C:3]1[C:8]([F:9])=[CH:7][C:6]([C:10]2[CH:15]=[CH:14][C:13]([O:16][CH2:17][C:18]3[CH:19]=[C:20]([NH2:24])[CH:21]=[CH:22][CH:23]=3)=[CH:12][CH:11]=2)=[C:5]([O:25][CH3:26])[CH:4]=1.C(N(CC)CC)C.[CH3:34][S:35](Cl)(=[O:37])=[O:36].FC1C=C(F)C(F)=CC=1C1C=CC(OCC2C=C(NS(C)(=O)=O)C=CC=2)=CC=1, predict the reaction product. The product is: [F:2][C:3]1[C:8]([F:9])=[CH:7][C:6]([C:10]2[CH:11]=[CH:12][C:13]([O:16][CH2:17][C:18]3[CH:19]=[C:20]([NH:24][S:35]([CH3:34])(=[O:37])=[O:36])[CH:21]=[CH:22][CH:23]=3)=[CH:14][CH:15]=2)=[C:5]([O:25][CH3:26])[CH:4]=1. (3) The product is: [ClH:1].[F:17][C:16]1[C:11]([C@@H:9]([NH:8][C:6]2[N:5]=[C:4]([NH:19][C:20]3[N:21]=[CH:22][N:23]([CH2:25][CH3:26])[CH:24]=3)[N:3]=[C:2]([N:27]3[CH2:32][CH2:31][O:30][CH2:29][CH2:28]3)[N:7]=2)[CH3:10])=[N:12][CH:13]=[C:14]([F:18])[CH:15]=1. Given the reactants [Cl:1][C:2]1[N:7]=[C:6]([NH:8][C@H:9]([C:11]2[C:16]([F:17])=[CH:15][C:14]([F:18])=[CH:13][N:12]=2)[CH3:10])[N:5]=[C:4]([NH:19][C:20]2[N:21]=[CH:22][N:23]([CH2:25][CH3:26])[CH:24]=2)[N:3]=1.[NH:27]1[CH2:32][CH2:31][O:30][CH2:29][CH2:28]1, predict the reaction product.